This data is from Forward reaction prediction with 1.9M reactions from USPTO patents (1976-2016). The task is: Predict the product of the given reaction. (1) The product is: [CH2:1]=[CH:2][C@@H:3]1[C@:20]2([CH3:21])[C@H:6]([C@H:7]3[C@H:17]([CH2:18][CH2:19]2)[C@:15]2([CH3:16])[C:10](=[CH:11][C:12](=[O:22])[CH2:13][CH2:14]2)[CH2:9][CH2:8]3)[CH2:5][CH2:4]1. Given the reactants [CH2:1]=[CH:2][C@@H:3]1[C@:20]2([CH3:21])[C@H:6]([C@H:7]3[C@H:17]([CH2:18][CH2:19]2)[C@:15]2([CH3:16])[C:10](=[CH:11][C:12](=[O:22])[CH:13]=[CH:14]2)[CH2:9][CH2:8]3)[CH2:5][CH2:4]1.C=C[C@@H]1[C@]2(C)[C@H]([C@H]3[C@H](CC2)[C@]2(C)C(C[C@@H](O)CC2)=CC3)CC1, predict the reaction product. (2) Given the reactants [Cl:1][C:2]1[CH:3]=[C:4]([F:33])[C:5]2[N:11]3[CH:12]=[CH:13][CH:14]=[C:10]3[C@@H:9]([CH2:15][CH2:16]CS([O-])(=O)=O)[O:8][C@H:7]([C:22]3[CH:27]=[CH:26][CH:25]=[C:24]([O:28][CH3:29])[C:23]=3[O:30][CH3:31])[C:6]=2[CH:32]=1.[N-:34]=[N+:35]=[N-:36].[Na+].O, predict the reaction product. The product is: [N:34]([CH2:16][CH2:15][C@H:9]1[O:8][C@H:7]([C:22]2[CH:27]=[CH:26][CH:25]=[C:24]([O:28][CH3:29])[C:23]=2[O:30][CH3:31])[C:6]2[CH:32]=[C:2]([Cl:1])[CH:3]=[C:4]([F:33])[C:5]=2[N:11]2[CH:12]=[CH:13][CH:14]=[C:10]12)=[N+:35]=[N-:36]. (3) Given the reactants [OH:1][C@@H:2]1[N:8]([C:9]([O:11][C:12]([CH3:15])([CH3:14])[CH3:13])=[O:10])[C:7]2[CH:16]=[C:17]([O:22][CH2:23][CH2:24][CH2:25][CH2:26]CC(=O)OCC(Cl)(Cl)Cl)[C:18]([O:20][CH3:21])=[CH:19][C:6]=2[C:5](=[O:36])[N:4]2[CH2:37][CH2:38][CH2:39][CH:3]12.[NH4+].[Cl-].[CH3:42][C:43](C)=[O:44].[OH2:46], predict the reaction product. The product is: [O:44]([C:43](=[CH2:42])[CH2:26][CH2:25][CH2:24][CH2:23][O:22][C:17]1[C:18]([O:20][CH3:21])=[CH:19][C:6]2[C:5](=[O:36])[N:4]3[CH2:37][CH2:38][CH2:39][CH:3]3[C@H:2]([OH:1])[N:8]([C:9]([O:11][C:12]([CH3:13])([CH3:14])[CH3:15])=[O:10])[C:7]=2[CH:16]=1)[OH:46]. (4) Given the reactants [N:1]1[O:2][N:3]=[C:4]2[C:9]([CH:10]=O)=[CH:8][CH:7]=[CH:6][C:5]=12.[NH2:12][C:13]1[CH:17]=[CH:16][NH:15][N:14]=1.[C:18]1([N:24]2[CH2:29][CH2:28][CH:27]([C:30](=O)[CH2:31][C:32]#[N:33])[CH2:26][CH2:25]2)[CH:23]=[CH:22][CH:21]=[CH:20][CH:19]=1, predict the reaction product. The product is: [N:1]1[O:2][N:3]=[C:4]2[C:9]([CH:10]3[C:31]([C:32]#[N:33])=[C:30]([CH:27]4[CH2:26][CH2:25][N:24]([C:18]5[CH:19]=[CH:20][CH:21]=[CH:22][CH:23]=5)[CH2:29][CH2:28]4)[NH:12][C:13]4=[N:14][NH:15][CH:16]=[C:17]34)=[CH:8][CH:7]=[CH:6][C:5]=12.